This data is from Reaction yield outcomes from USPTO patents with 853,638 reactions. The task is: Predict the reaction yield, written as a fraction of the theoretical maximum amount of product (1.0 means a 100% yield; for example, 0.34 means a 34% yield). (1) The reactants are [CH3:1][O:2][CH2:3][CH2:4][NH2:5].C[Al](C)C.[F:10][C:11]1[CH:16]=[CH:15][CH:14]=[C:13]([F:17])[C:12]=1[N:18]1[C:23]2[N:24]=[C:25]([NH:36][CH2:37][C:38](OC)=[O:39])[N:26]=[C:27]([C:28]3[CH:33]=[CH:32][C:31]([F:34])=[CH:30][C:29]=3[CH3:35])[C:22]=2[CH:21]=[CH:20][C:19]1=[O:42]. No catalyst specified. The product is [F:10][C:11]1[CH:16]=[CH:15][CH:14]=[C:13]([F:17])[C:12]=1[N:18]1[C:23]2[N:24]=[C:25]([NH:36][CH2:37][C:38]([NH:5][CH2:4][CH2:3][O:2][CH3:1])=[O:39])[N:26]=[C:27]([C:28]3[CH:33]=[CH:32][C:31]([F:34])=[CH:30][C:29]=3[CH3:35])[C:22]=2[CH:21]=[CH:20][C:19]1=[O:42]. The yield is 0.660. (2) The product is [NH2:1][C:2]1[O:3][C:4]2[C:9]([CH:10]([C:14]3[CH:19]=[C:18]([O:20][CH3:21])[C:17]([O:22][CH3:23])=[C:16]([Br:24])[CH:15]=3)[C:11]=1[C:12]#[N:13])=[CH:8][C:7]([O:25][CH3:30])=[C:6]1[CH:26]=[CH:27][CH:28]=[CH:29][C:5]=21. The reactants are [NH2:1][C:2]1[O:3][C:4]2[C:9]([CH:10]([C:14]3[CH:19]=[C:18]([O:20][CH3:21])[C:17]([O:22][CH3:23])=[C:16]([Br:24])[CH:15]=3)[C:11]=1[C:12]#[N:13])=[CH:8][C:7]([OH:25])=[C:6]1[CH:26]=[CH:27][CH:28]=[CH:29][C:5]=21.[C:30](=O)([O-])[O-].[K+].[K+].IC. The yield is 0.856. The catalyst is C(#N)C.O. (3) The reactants are [Cl:1][C:2]1[CH:7]=[C:6]([O:8][C:9]2[CH:14]=[CH:13][C:12]([Cl:15])=[CH:11][CH:10]=2)[CH:5]=[CH:4][C:3]=1[CH2:16][CH:17]=[O:18].[CH:19]1([Mg]Br)[CH2:21][CH2:20]1. The catalyst is C1COCC1. The product is [Cl:1][C:2]1[CH:7]=[C:6]([O:8][C:9]2[CH:14]=[CH:13][C:12]([Cl:15])=[CH:11][CH:10]=2)[CH:5]=[CH:4][C:3]=1[CH2:16][CH:17]([CH:19]1[CH2:21][CH2:20]1)[OH:18]. The yield is 0.820. (4) The yield is 0.250. The product is [CH2:11]([N:7]1[C:8]2[C:4](=[CH:3][C:2]([C:17]3[CH:18]=[CH:19][S:15][CH:16]=3)=[CH:10][CH:9]=2)[C:5]([C:13]#[N:14])=[CH:6]1)[CH3:12]. The catalyst is C([O-])(O)=O.[Na+].Cl[Pd](Cl)([P](C1C=CC=CC=1)(C1C=CC=CC=1)C1C=CC=CC=1)[P](C1C=CC=CC=1)(C1C=CC=CC=1)C1C=CC=CC=1. The reactants are Br[C:2]1[CH:3]=[C:4]2[C:8](=[CH:9][CH:10]=1)[N:7]([CH2:11][CH3:12])[CH:6]=[C:5]2[C:13]#[N:14].[S:15]1[CH:19]=[CH:18][C:17](B(O)O)=[CH:16]1.[F-].[Cs+]. (5) The reactants are Br[C:2]1[CH:11]=[C:10]2[C:5]([C:6]([NH:18][C:19]3[CH:24]=[CH:23][C:22]([F:25])=[C:21]([Cl:26])[CH:20]=3)=[N:7][C:8]([C:12]3[CH:13]=[N:14][CH:15]=[CH:16][CH:17]=3)=[N:9]2)=[CH:4][CH:3]=1.[CH3:27][O:28][C:29]1[N:34]=[CH:33][C:32](B(O)O)=[CH:31][CH:30]=1.C(=O)([O-])[O-].[K+].[K+]. The catalyst is COCCOC.O.C(O)C.O.Cl[Pd](Cl)([P](C1C=CC=CC=1)(C1C=CC=CC=1)C1C=CC=CC=1)[P](C1C=CC=CC=1)(C1C=CC=CC=1)C1C=CC=CC=1. The product is [Cl:26][C:21]1[CH:20]=[C:19]([NH:18][C:6]2[C:5]3[C:10](=[CH:11][C:2]([C:32]4[CH:33]=[N:34][C:29]([O:28][CH3:27])=[CH:30][CH:31]=4)=[CH:3][CH:4]=3)[N:9]=[C:8]([C:12]3[CH:13]=[N:14][CH:15]=[CH:16][CH:17]=3)[N:7]=2)[CH:24]=[CH:23][C:22]=1[F:25]. The yield is 0.0650.